The task is: Predict the product of the given reaction.. This data is from Forward reaction prediction with 1.9M reactions from USPTO patents (1976-2016). (1) Given the reactants [Cl:1][C:2]1[CH:7]=[CH:6][C:5]([C:8](=[O:19])[NH:9][CH:10]([C:13]2[CH:18]=[CH:17][CH:16]=[CH:15][CH:14]=2)[CH2:11][OH:12])=[CH:4][C:3]=1[NH:20][C:21]([C:23]1[C:46](=[O:47])[NH:45][C:26]2[N:27]=[C:28]([N:31]3[CH2:36][CH2:35][CH:34]([NH:37]C(=O)OC(C)(C)C)[CH2:33][CH2:32]3)[N:29]=[CH:30][C:25]=2[CH:24]=1)=[O:22].Cl, predict the reaction product. The product is: [ClH:1].[NH2:37][CH:34]1[CH2:35][CH2:36][N:31]([C:28]2[N:29]=[CH:30][C:25]3[CH:24]=[C:23]([C:21]([NH:20][C:3]4[CH:4]=[C:5]([C:8](=[O:19])[NH:9][CH:10]([C:13]5[CH:14]=[CH:15][CH:16]=[CH:17][CH:18]=5)[CH2:11][OH:12])[CH:6]=[CH:7][C:2]=4[Cl:1])=[O:22])[C:46](=[O:47])[NH:45][C:26]=3[N:27]=2)[CH2:32][CH2:33]1. (2) Given the reactants [Br:1][C:2]1[CH:25]=[N:24][C:5]2=[N:6][C:7]([N:11]3[CH2:14][CH:13]([N:15]([CH3:23])[C:16](=[O:22])[O:17][C:18]([CH3:21])([CH3:20])[CH3:19])[CH2:12]3)=[C:8](Cl)[N:9]=[C:4]2[CH:3]=1.[NH2:26][CH2:27][CH2:28][OH:29], predict the reaction product. The product is: [Br:1][C:2]1[CH:25]=[N:24][C:5]2=[N:6][C:7]([N:11]3[CH2:14][CH:13]([N:15]([CH3:23])[C:16](=[O:22])[O:17][C:18]([CH3:21])([CH3:20])[CH3:19])[CH2:12]3)=[C:8]([NH:26][CH2:27][CH2:28][OH:29])[N:9]=[C:4]2[CH:3]=1. (3) Given the reactants [F:1][C:2]([F:19])([F:18])[C:3]1[CH:4]=[C:5]([CH:11]=[C:12]([C:14]([F:17])([F:16])[F:15])[CH:13]=1)[CH2:6][CH2:7][C:8](O)=[O:9].C(O)C.O.C(=O)=O.ClC(OCC(C)C)=O.[BH4-].[Na+], predict the reaction product. The product is: [F:1][C:2]([F:18])([F:19])[C:3]1[CH:4]=[C:5]([CH2:6][CH2:7][CH2:8][OH:9])[CH:11]=[C:12]([C:14]([F:15])([F:16])[F:17])[CH:13]=1. (4) The product is: [Cl:39][C:40]1[CH:41]=[CH:42][C:43]([N:46]2[CH2:51][CH2:50][N:49]([C:1]([O:2][CH2:3][CH:4]3[CH2:5][CH2:6][NH:7][CH2:8][CH2:9]3)=[O:27])[CH2:48][CH2:47]2)=[CH:44][CH:45]=1. Given the reactants [C:1](=[O:27])(OC1C=CC([N+]([O-])=O)=CC=1)[O:2][CH2:3][CH:4]1[CH2:9][CH2:8][N:7](C(OC(C)(C)C)=O)[CH2:6][CH2:5]1.CCN(C(C)C)C(C)C.Cl.Cl.[Cl:39][C:40]1[CH:45]=[CH:44][C:43]([N:46]2[CH2:51][CH2:50][NH:49][CH2:48][CH2:47]2)=[CH:42][CH:41]=1, predict the reaction product. (5) The product is: [CH3:1][N:2]1[CH2:24][CH2:23][C:5]2[N:6]([CH2:14][CH2:15][C:16]3[CH:21]=[CH:20][CH:19]=[C:18]([CH3:22])[N:17]=3)[C:7]3[CH:8]=[CH:9][C:10]([CH3:13])=[CH:11][C:12]=3[C:4]=2[CH2:3]1. Given the reactants [CH3:1][N:2]1[CH2:24][CH2:23][C:5]2[N:6]([C:14]#[C:15][C:16]3[CH:21]=[CH:20][CH:19]=[C:18]([CH3:22])[N:17]=3)[C:7]3[CH:8]=[CH:9][C:10]([CH3:13])=[CH:11][C:12]=3[C:4]=2[CH2:3]1, predict the reaction product. (6) The product is: [C:7]1([CH2:13][C:14](=[O:16])[CH2:1][C:2](=[O:5])[CH3:3])[CH:8]=[CH:9][CH:10]=[CH:11][CH:12]=1. Given the reactants [CH3:1][C:2]([O-:5])(C)[CH3:3].[K+].[C:7]1([CH2:13][C:14]([O:16]C)=O)[CH:12]=[CH:11][CH:10]=[CH:9][CH:8]=1.CC(C)=O.Cl, predict the reaction product. (7) Given the reactants [H-].[Na+].[Si:3]([O:10][CH2:11][CH2:12][CH2:13][NH:14][C:15]1[C:22]([F:23])=[CH:21][C:18]([C:19]#[N:20])=[C:17]([Cl:24])[N:16]=1)([C:6]([CH3:9])([CH3:8])[CH3:7])([CH3:5])[CH3:4].[CH3:25]I, predict the reaction product. The product is: [Si:3]([O:10][CH2:11][CH2:12][CH2:13][N:14]([CH3:25])[C:15]1[C:22]([F:23])=[CH:21][C:18]([C:19]#[N:20])=[C:17]([Cl:24])[N:16]=1)([C:6]([CH3:8])([CH3:9])[CH3:7])([CH3:5])[CH3:4].